Predict the reactants needed to synthesize the given product. From a dataset of Full USPTO retrosynthesis dataset with 1.9M reactions from patents (1976-2016). Given the product [S:10]1[C:11]2[CH:17]=[CH:16][CH:15]=[CH:14][C:12]=2[N:13]=[C:9]1[CH:8]([O:18][CH:19]1[CH2:24][CH2:23][N:22]([CH3:25])[CH2:21][CH2:20]1)[C:4]1[CH:3]=[C:2]([CH:7]=[CH:6][CH:5]=1)[C:36]([N:35]([CH2:26][C:27]1[CH:28]=[CH:29][CH:30]=[CH:31][CH:32]=1)[CH3:45])=[O:64], predict the reactants needed to synthesize it. The reactants are: Br[C:2]1[CH:3]=[C:4]([CH:8]([O:18][CH:19]2[CH2:24][CH2:23][N:22]([CH3:25])[CH2:21][CH2:20]2)[C:9]2[S:10][C:11]3[CH:17]=[CH:16][CH:15]=[CH:14][C:12]=3[N:13]=2)[CH:5]=[CH:6][CH:7]=1.[CH2:26](CN)[C:27]1[CH:32]=[CH:31][CH:30]=[CH:29][CH:28]=1.[N:35]12[CH2:45]CCN=C1CCCC[CH2:36]2.F[B-](F)(F)F.C([PH+](C(C)(C)C)C(C)(C)C)(C)(C)C.[O:64]1CCCC1.